Dataset: Merck oncology drug combination screen with 23,052 pairs across 39 cell lines. Task: Regression. Given two drug SMILES strings and cell line genomic features, predict the synergy score measuring deviation from expected non-interaction effect. (1) Drug 1: CC1(c2nc3c(C(N)=O)cccc3[nH]2)CCCN1. Drug 2: CCc1cnn2c(NCc3ccc[n+]([O-])c3)cc(N3CCCCC3CCO)nc12. Cell line: SKMEL30. Synergy scores: synergy=7.34. (2) Drug 1: COC1=C2CC(C)CC(OC)C(O)C(C)C=C(C)C(OC(N)=O)C(OC)C=CC=C(C)C(=O)NC(=CC1=O)C2=O. Drug 2: CCc1c2c(nc3ccc(O)cc13)-c1cc3c(c(=O)n1C2)COC(=O)C3(O)CC. Cell line: T47D. Synergy scores: synergy=10.8. (3) Drug 1: CC(=O)OC1C(=O)C2(C)C(O)CC3OCC3(OC(C)=O)C2C(OC(=O)c2ccccc2)C2(O)CC(OC(=O)C(O)C(NC(=O)c3ccccc3)c3ccccc3)C(C)=C1C2(C)C. Drug 2: COC1CC2CCC(C)C(O)(O2)C(=O)C(=O)N2CCCCC2C(=O)OC(C(C)CC2CCC(OP(C)(C)=O)C(OC)C2)CC(=O)C(C)C=C(C)C(O)C(OC)C(=O)C(C)CC(C)C=CC=CC=C1C. Cell line: LNCAP. Synergy scores: synergy=1.80. (4) Cell line: LOVO. Synergy scores: synergy=5.44. Drug 2: CCN(CC)CCNC(=O)c1c(C)[nH]c(C=C2C(=O)Nc3ccc(F)cc32)c1C. Drug 1: N#Cc1ccc(Cn2cncc2CN2CCN(c3cccc(Cl)c3)C(=O)C2)cc1. (5) Drug 1: CCN(CC)CCNC(=O)c1c(C)[nH]c(C=C2C(=O)Nc3ccc(F)cc32)c1C. Drug 2: CC1(c2nc3c(C(N)=O)cccc3[nH]2)CCCN1. Cell line: NCIH520. Synergy scores: synergy=10.00. (6) Drug 1: CCN(CC)CCNC(=O)c1c(C)[nH]c(C=C2C(=O)Nc3ccc(F)cc32)c1C. Drug 2: CCC1(O)C(=O)OCc2c1cc1n(c2=O)Cc2cc3c(CN(C)C)c(O)ccc3nc2-1. Cell line: HT29. Synergy scores: synergy=-17.9. (7) Drug 1: NC1(c2ccc(-c3nc4ccn5c(=O)[nH]nc5c4cc3-c3ccccc3)cc2)CCC1. Drug 2: COC1=C2CC(C)CC(OC)C(O)C(C)C=C(C)C(OC(N)=O)C(OC)C=CC=C(C)C(=O)NC(=CC1=O)C2=O. Cell line: COLO320DM. Synergy scores: synergy=4.47. (8) Drug 1: CC(=O)OC1C(=O)C2(C)C(O)CC3OCC3(OC(C)=O)C2C(OC(=O)c2ccccc2)C2(O)CC(OC(=O)C(O)C(NC(=O)c3ccccc3)c3ccccc3)C(C)=C1C2(C)C. Drug 2: CCN(CC)CCNC(=O)c1c(C)[nH]c(C=C2C(=O)Nc3ccc(F)cc32)c1C. Cell line: SW620. Synergy scores: synergy=15.4. (9) Drug 1: CN1C(=O)C=CC2(C)C3CCC4(C)C(NC(=O)OCC(F)(F)F)CCC4C3CCC12. Drug 2: CN(C)C(=N)N=C(N)N. Cell line: KPL1. Synergy scores: synergy=-3.61.